Dataset: Retrosynthesis with 50K atom-mapped reactions and 10 reaction types from USPTO. Task: Predict the reactants needed to synthesize the given product. (1) Given the product O=C(N[C@@H](Cc1ccc(F)cc1)C(=O)N1CCC2(CC1)OCCO2)c1cc2cc(Cl)ncc2[nH]1, predict the reactants needed to synthesize it. The reactants are: C1CC2(CCN1)OCCO2.O=C(N[C@@H](Cc1ccc(F)cc1)C(=O)O)c1cc2cc(Cl)ncc2[nH]1. (2) The reactants are: CC(C)S(=O)(=O)Cl.NCCc1ccc(Br)cc1. Given the product CC(C)S(=O)(=O)NCCc1ccc(Br)cc1, predict the reactants needed to synthesize it. (3) Given the product CC(C)(C)OC(=O)CN1CCN(c2ccncc2)C1=O, predict the reactants needed to synthesize it. The reactants are: CC(C)(C)OC(=O)CBr.O=C1NCCN1c1ccncc1. (4) Given the product COCCOCOCCNC(=O)[C@H](Cc1ccccc1)NC(=O)OCc1ccccc1, predict the reactants needed to synthesize it. The reactants are: COCCOCCl.O=C(N[C@@H](Cc1ccccc1)C(=O)NCCO)OCc1ccccc1. (5) Given the product Cc1ccc(S(=O)(=O)N2C=CNC(=O)[C@H]2CC(=O)N(C)[C@@H]2CCCc3cc(CN4CCCCC4)ccc32)cc1, predict the reactants needed to synthesize it. The reactants are: CN[C@@H]1CCCc2cc(CN3CCCCC3)ccc21.Cc1ccc(S(=O)(=O)N2C=CNC(=O)[C@H]2CC(=O)O)cc1. (6) Given the product O=C(O)c1ccc(SCc2ccccc2)cc1Nc1ccc(F)cc1, predict the reactants needed to synthesize it. The reactants are: COC(=O)c1ccc(SCc2ccccc2)cc1Nc1ccc(F)cc1. (7) Given the product N#CCOc1ccc(C=O)cc1, predict the reactants needed to synthesize it. The reactants are: N#CCCl.O=Cc1ccc(O)cc1. (8) Given the product CNc1cc(F)c(C(=O)OC)cc1N, predict the reactants needed to synthesize it. The reactants are: CNc1cc(F)c(C(=O)OC)cc1[N+](=O)[O-]. (9) The reactants are: CCOC(=O)c1sc2cnccc2c1Nc1ccc(Cl)cc1.N. Given the product NC(=O)c1sc2cnccc2c1Nc1ccc(Cl)cc1, predict the reactants needed to synthesize it.